Dataset: Full USPTO retrosynthesis dataset with 1.9M reactions from patents (1976-2016). Task: Predict the reactants needed to synthesize the given product. (1) Given the product [NH2:21][CH:18]1[CH2:17][CH2:16][N:15]([CH2:14][CH2:13][N:7]2[C:6]3[CH:29]=[C:2]([Cl:1])[CH:3]=[CH:4][C:5]=3[N+:10]([O-:11])=[N:9][C:8]2=[O:12])[CH2:20][CH2:19]1, predict the reactants needed to synthesize it. The reactants are: [Cl:1][C:2]1[CH:3]=[CH:4][C:5]2[N+:10]([O-:11])=[N:9][C:8](=[O:12])[N:7]([CH2:13][CH2:14][N:15]3[CH2:20][CH2:19][CH:18]([NH:21]C(=O)OC(C)(C)C)[CH2:17][CH2:16]3)[C:6]=2[CH:29]=1.C(O)(C(F)(F)F)=O.NC1CCN(CCN2C3C(=CC(C#N)=CC=3)N=CC2=O)CC1. (2) Given the product [Cl:14][C:7]1[C:8]([O:12][CH3:13])=[CH:9][CH:10]=[C:11]2[C:6]=1[N:5]=[C:4]([C:15]1[S:16][CH:17]=[C:18]([C:20]([F:23])([F:22])[F:21])[N:19]=1)[CH:3]=[C:2]2[O:61][C@H:59]1[CH2:58][N:37]2[C:38](=[O:57])[C@@H:39]([NH:49][C:50](=[O:56])[O:51][C:52]([CH3:53])([CH3:54])[CH3:55])[CH2:40][CH2:41][CH2:42][CH2:43][CH2:44][CH:45]=[CH:46][C@@H:47]3[CH2:48][C@@:33]3([C:31](=[O:32])[NH:30][S:27]([CH:24]3[CH2:26][CH2:25]3)(=[O:28])=[O:29])[NH:34][C:35](=[O:62])[C@@H:36]2[CH2:60]1, predict the reactants needed to synthesize it. The reactants are: Cl[C:2]1[C:11]2[C:6](=[C:7]([Cl:14])[C:8]([O:12][CH3:13])=[CH:9][CH:10]=2)[N:5]=[C:4]([C:15]2[S:16][CH:17]=[C:18]([C:20]([F:23])([F:22])[F:21])[N:19]=2)[CH:3]=1.[CH:24]1([S:27]([NH:30][C:31]([C@@:33]23[CH2:48][C@H:47]2[CH:46]=[CH:45][CH2:44][CH2:43][CH2:42][CH2:41][CH2:40][C@H:39]([NH:49][C:50](=[O:56])[O:51][C:52]([CH3:55])([CH3:54])[CH3:53])[C:38](=[O:57])[N:37]2[CH2:58][C@H:59]([OH:61])[CH2:60][C@H:36]2[C:35](=[O:62])[NH:34]3)=[O:32])(=[O:29])=[O:28])[CH2:26][CH2:25]1.CC(C)([O-])C.[K+]. (3) Given the product [Br:19][CH2:1][C:2]1[CH:7]=[CH:6][CH:5]=[CH:4][C:3]=1[C:8]([CH3:18])([CH3:17])[CH2:9][C@:10]1([C:13]([F:14])([F:16])[F:15])[CH2:12][O:11]1, predict the reactants needed to synthesize it. The reactants are: [CH3:1][C:2]1[CH:7]=[CH:6][CH:5]=[CH:4][C:3]=1[C:8]([CH3:18])([CH3:17])[CH2:9][C@:10]1([C:13]([F:16])([F:15])[F:14])[CH2:12][O:11]1.[Br:19]N1C(=O)CCC1=O.